This data is from Full USPTO retrosynthesis dataset with 1.9M reactions from patents (1976-2016). The task is: Predict the reactants needed to synthesize the given product. (1) Given the product [CH2:24]([O:23][C:21]([NH:4][CH:5]([CH2:9][C:10]1[CH:11]=[CH:12][C:13]([O:16][CH3:17])=[CH:14][CH:15]=1)[C:6]([OH:8])=[O:7])=[O:22])[C:25]1[CH:30]=[CH:29][CH:28]=[CH:27][CH:26]=1, predict the reactants needed to synthesize it. The reactants are: N#N.Cl.[NH2:4][CH:5]([CH2:9][C:10]1[CH:15]=[CH:14][C:13]([O:16][CH3:17])=[CH:12][CH:11]=1)[C:6]([OH:8])=[O:7].[OH-].[Na+].Cl[C:21]([O:23][CH2:24][C:25]1[CH:30]=[CH:29][CH:28]=[CH:27][CH:26]=1)=[O:22].Cl. (2) Given the product [NH2:7][C:4]1[CH:5]=[CH:6][C:1]([N:8]2[CH2:13][CH2:12][CH2:11][C:10]2=[O:9])=[CH:2][CH:3]=1, predict the reactants needed to synthesize it. The reactants are: [C:1]1([NH2:8])[CH:6]=[CH:5][C:4]([NH2:7])=[CH:3][CH:2]=1.[O:9]1[CH2:13][CH2:12][CH2:11][C:10]1=O. (3) Given the product [CH2:33]([N:37]1[CH2:42][CH2:41][N:40]([C:1](=[NH:2])[C:3]2[CH:4]=[C:5]([NH:9][C:10](=[O:32])[NH:11][C:12]3[CH:17]=[CH:16][C:15]([S:18]([NH:21][CH2:22][C:23]4[C:28]([F:29])=[CH:27][CH:26]=[C:25]([F:30])[C:24]=4[F:31])(=[O:19])=[O:20])=[CH:14][CH:13]=3)[CH:6]=[CH:7][CH:8]=2)[CH2:39][CH2:38]1)[CH2:34][CH2:35][CH3:36], predict the reactants needed to synthesize it. The reactants are: [C:1]([C:3]1[CH:4]=[C:5]([NH:9][C:10](=[O:32])[NH:11][C:12]2[CH:17]=[CH:16][C:15]([S:18]([NH:21][CH2:22][C:23]3[C:28]([F:29])=[CH:27][CH:26]=[C:25]([F:30])[C:24]=3[F:31])(=[O:20])=[O:19])=[CH:14][CH:13]=2)[CH:6]=[CH:7][CH:8]=1)#[N:2].[CH2:33]([N:37]1[CH2:42][CH2:41][NH:40][CH2:39][CH2:38]1)[CH2:34][CH2:35][CH3:36]. (4) Given the product [F:1][C:2]1[CH:3]=[C:4]([NH:8][C:9]2[N:14]=[C:13]([NH:15][CH2:16][CH2:17][CH3:18])[C:12]([C:19]3[O:23][N:22]=[C:21]([CH2:24][CH2:25][N:31]4[C:27](=[O:37])[C:28]5[C:29](=[CH:33][CH:34]=[CH:35][CH:36]=5)[C:30]4=[O:32])[CH:20]=3)=[CH:11][N:10]=2)[CH:5]=[CH:6][CH:7]=1, predict the reactants needed to synthesize it. The reactants are: [F:1][C:2]1[CH:3]=[C:4]([NH:8][C:9]2[N:14]=[C:13]([NH:15][CH2:16][CH2:17][CH3:18])[C:12]([C:19]3[O:23][N:22]=[C:21]([CH2:24][CH2:25]O)[CH:20]=3)=[CH:11][N:10]=2)[CH:5]=[CH:6][CH:7]=1.[C:27]1(=[O:37])[NH:31][C:30](=[O:32])[C:29]2=[CH:33][CH:34]=[CH:35][CH:36]=[C:28]12.C1(P(C2C=CC=CC=2)C2C=CC=CC=2)C=CC=CC=1.N(C(OC(C)C)=O)=NC(OC(C)C)=O. (5) The reactants are: [CH3:1][O:2][C:3]1[CH:4]=[C:5]([C:11]2[O:12][C:13]3[C:18]([C:19](=[O:21])[CH:20]=2)=[C:17]([O:22]C)[CH:16]=[C:15]([O:24][CH3:25])[CH:14]=3)[CH:6]=[CH:7][C:8]=1[O:9][CH3:10].B(Br)(Br)Br. Given the product [CH3:1][O:2][C:3]1[CH:4]=[C:5]([C:11]2[O:12][C:13]3[C:18]([C:19](=[O:21])[CH:20]=2)=[C:17]([OH:22])[CH:16]=[C:15]([O:24][CH3:25])[CH:14]=3)[CH:6]=[CH:7][C:8]=1[O:9][CH3:10], predict the reactants needed to synthesize it. (6) Given the product [CH2:1]([O:3][C:4]([C:6]1[CH:7]=[C:8]2[C:13](=[CH:14][CH:15]=1)[NH:12][CH:11]([C:16]1[CH:21]=[CH:20][CH:19]=[C:18]([C:22](=[O:23])[NH:41][CH:40]3[CH2:38][CH2:39]3)[CH:17]=1)[CH2:10][C:9]2([CH3:25])[CH3:26])=[O:5])[CH3:2], predict the reactants needed to synthesize it. The reactants are: [CH2:1]([O:3][C:4]([C:6]1[CH:7]=[C:8]2[C:13](=[CH:14][CH:15]=1)[NH:12][CH:11]([C:16]1[CH:21]=[CH:20][CH:19]=[C:18]([C:22](O)=[O:23])[CH:17]=1)[CH2:10][C:9]2([CH3:26])[CH3:25])=[O:5])[CH3:2].CN(C(ON1N=NC2[CH:38]=[CH:39][CH:40]=[N:41]C1=2)=[N+](C)C)C.F[P-](F)(F)(F)(F)F.C(N(CC)CC)C.C1(N)CC1. (7) Given the product [CH2:21]([N:20]([CH3:19])[C:15]1[NH:14][C:13](=[O:18])/[C:12](=[CH:11]/[C:10]2[C:4]3[C:5](=[N:6][CH:7]=[C:2]([Cl:1])[CH:3]=3)[NH:8][CH:9]=2)/[N:16]=1)[C:22]1[CH:27]=[CH:26][CH:25]=[CH:24][CH:23]=1, predict the reactants needed to synthesize it. The reactants are: [Cl:1][C:2]1[CH:3]=[C:4]2[C:10](/[CH:11]=[C:12]3/[C:13](=[O:18])[NH:14][C:15](=S)[NH:16]/3)=[CH:9][NH:8][C:5]2=[N:6][CH:7]=1.[CH3:19][NH:20][CH2:21][C:22]1[CH:27]=[CH:26][CH:25]=[CH:24][CH:23]=1. (8) Given the product [CH3:1][O:2][C:3](=[O:30])[CH2:4][CH:5]1[C:9]2[CH:10]=[C:11]([C:31]3[CH:36]=[CH:35][CH:34]=[CH:33][CH:32]=3)[CH:12]=[CH:13][C:8]=2[S:7](=[O:22])(=[O:23])[N:6]1[C:24]1[CH:29]=[CH:28][CH:27]=[CH:26][CH:25]=1, predict the reactants needed to synthesize it. The reactants are: [CH3:1][O:2][C:3](=[O:30])[CH2:4][CH:5]1[C:9]2[CH:10]=[C:11](OS(C(F)(F)F)(=O)=O)[CH:12]=[CH:13][C:8]=2[S:7](=[O:23])(=[O:22])[N:6]1[C:24]1[CH:29]=[CH:28][CH:27]=[CH:26][CH:25]=1.[C:31]1(B(O)O)[CH:36]=[CH:35][CH:34]=[CH:33][CH:32]=1.C([O-])([O-])=O.[Na+].[Na+]. (9) Given the product [C:3]([O:7][C:8](=[O:23])[N:9]([CH2:12][CH2:13][NH2:14])[CH2:10][CH3:11])([CH3:4])([CH3:5])[CH3:6], predict the reactants needed to synthesize it. The reactants are: NN.[C:3]([O:7][C:8](=[O:23])[N:9]([CH2:12][CH2:13][N:14]1CC2C(=CC=CC=2)C1)[CH2:10][CH3:11])([CH3:6])([CH3:5])[CH3:4].